From a dataset of Forward reaction prediction with 1.9M reactions from USPTO patents (1976-2016). Predict the product of the given reaction. Given the reactants [OH-].[Li+].C([O:5][C:6](=[O:45])[CH2:7][C:8]1([CH2:11][CH2:12][CH:13](/[CH:24]=[CH:25]/[C:26]2[CH:31]=[CH:30][CH:29]=[CH:28][C:27]=2[O:32][CH2:33][C:34]2[CH:39]=[CH:38][C:37]([O:40][C:41]([F:44])([F:43])[F:42])=[CH:36][CH:35]=2)[CH2:14][C:15]2[CH:23]=[CH:22][C:18]([C:19]([OH:21])=[O:20])=[CH:17][CH:16]=2)[CH2:10][CH2:9]1)C, predict the reaction product. The product is: [C:6]([CH2:7][C:8]1([CH2:11][CH2:12][CH:13](/[CH:24]=[CH:25]/[C:26]2[CH:31]=[CH:30][CH:29]=[CH:28][C:27]=2[O:32][CH2:33][C:34]2[CH:35]=[CH:36][C:37]([O:40][C:41]([F:42])([F:44])[F:43])=[CH:38][CH:39]=2)[CH2:14][C:15]2[CH:23]=[CH:22][C:18]([C:19]([OH:21])=[O:20])=[CH:17][CH:16]=2)[CH2:10][CH2:9]1)([OH:45])=[O:5].